From a dataset of Peptide-MHC class I binding affinity with 185,985 pairs from IEDB/IMGT. Regression. Given a peptide amino acid sequence and an MHC pseudo amino acid sequence, predict their binding affinity value. This is MHC class I binding data. (1) The peptide sequence is EGPPITPPII. The MHC is Mamu-A01 with pseudo-sequence Mamu-A01. The binding affinity (normalized) is 0.623. (2) The peptide sequence is YNYSLTLEW. The MHC is HLA-A01:01 with pseudo-sequence HLA-A01:01. The binding affinity (normalized) is 0.213. (3) The peptide sequence is LSEEANWAF. The MHC is HLA-B38:01 with pseudo-sequence HLA-B38:01. The binding affinity (normalized) is 0.0847. (4) The peptide sequence is FAAEFKSRF. The MHC is H-2-Kb with pseudo-sequence H-2-Kb. The binding affinity (normalized) is 0.703.